From a dataset of Full USPTO retrosynthesis dataset with 1.9M reactions from patents (1976-2016). Predict the reactants needed to synthesize the given product. (1) Given the product [NH:45]1[C:53]2[C:48](=[C:49]([C:54]3[CH:62]=[C:61]4[C:57]([CH:58]=[N:59][NH:60]4)=[C:56]([NH:63][C:9]([C:8]4[C:3]([O:2][CH3:1])=[N:4][CH:5]=[CH:6][CH:7]=4)=[O:11])[CH:55]=3)[CH:50]=[CH:51][CH:52]=2)[CH:47]=[CH:46]1, predict the reactants needed to synthesize it. The reactants are: [CH3:1][O:2][C:3]1[C:8]([C:9]([OH:11])=O)=[CH:7][CH:6]=[CH:5][N:4]=1.CN(C(ON1N=NC2C=CC=NC1=2)=[N+](C)C)C.F[P-](F)(F)(F)(F)F.CCN(C(C)C)C(C)C.[NH:45]1[C:53]2[C:48](=[C:49]([C:54]3[CH:55]=[C:56]([NH2:63])[C:57]4[CH:58]=[N:59][NH:60][C:61]=4[CH:62]=3)[CH:50]=[CH:51][CH:52]=2)[CH:47]=[CH:46]1. (2) Given the product [F:13][C:14]1[CH:26]=[CH:25][C:17]([CH2:18][N:19]2[CH2:24][CH2:23][N:22]([C:10]([C:2]3[N:1]=[C:6]([C:7]([O:9][CH3:27])=[O:8])[CH:5]=[CH:4][CH:3]=3)=[O:12])[CH2:21][CH2:20]2)=[CH:16][CH:15]=1, predict the reactants needed to synthesize it. The reactants are: [N:1]1[C:6]([C:7]([OH:9])=[O:8])=[CH:5][CH:4]=[CH:3][C:2]=1[C:10]([OH:12])=O.[F:13][C:14]1[CH:26]=[CH:25][C:17]([CH2:18][N:19]2[CH2:24][CH2:23][NH:22][CH2:21][CH2:20]2)=[CH:16][CH:15]=1.[CH2:27](N(CC)CC)C.CN(C(ON1N=NC2C=CC=NC1=2)=[N+](C)C)C.F[P-](F)(F)(F)(F)F. (3) The reactants are: [OH:1][C:2]1[CH:7]=[C:6]([C:8](=[O:10])[CH3:9])[CH:5]=[C:4]([CH3:11])[N:3]=1.FC(F)(F)S(O[CH2:18][C:19]([F:22])([F:21])[F:20])(=O)=O.C(=O)([O-])[O-].[Cs+].[Cs+].C(=O)([O-])O.[Na+]. Given the product [CH3:11][C:4]1[CH:5]=[C:6]([C:8](=[O:10])[CH3:9])[CH:7]=[C:2]([O:1][CH2:18][C:19]([F:22])([F:21])[F:20])[N:3]=1, predict the reactants needed to synthesize it. (4) Given the product [OH:12][CH2:11][C:9]1[N:21]([CH:18]([CH3:20])[CH3:19])[C:2]([SH:1])=[N:3][CH:8]=1, predict the reactants needed to synthesize it. The reactants are: [S-:1][C:2]#[N:3].[K+].[CH2:11]1[O:12][C:9](O)([CH2:11][OH:12])[CH2:8]O[C:9]1(O)[CH2:8]O.Cl.[CH:18]([NH2:21])([CH3:20])[CH3:19].C(O)(=O)C.